Dataset: Reaction yield outcomes from USPTO patents with 853,638 reactions. Task: Predict the reaction yield, written as a fraction of the theoretical maximum amount of product (1.0 means a 100% yield; for example, 0.34 means a 34% yield). (1) The reactants are [CH2:1]([O:8][C:9]1[CH:14]=[CH:13][C:12]([CH2:15][CH2:16][CH2:17][N:18]([CH:21]2[CH2:26][CH2:25][CH2:24][CH2:23][CH2:22]2)[CH2:19][CH3:20])=[CH:11][CH:10]=1)C1C=CC=CC=1.C([NH:29][CH:30]1[CH2:35][CH2:34][CH2:33][CH2:32][CH2:31]1)C.C([O-])([O-])=[O:37].[K+].[K+]. The catalyst is CC#N. The product is [O:37]1[C:31]2[CH:32]=[CH:33][CH:34]=[CH:35][C:30]=2[N:29]=[C:1]1[O:8][C:9]1[CH:10]=[CH:11][C:12]([CH2:15][CH2:16][CH2:17][N:18]([CH:21]2[CH2:22][CH2:23][CH2:24][CH2:25][CH2:26]2)[CH2:19][CH3:20])=[CH:13][CH:14]=1. The yield is 0.830. (2) The reactants are Cl[C:2]1[N:7]=[C:6]([NH:8][C:9]([C:11]2([C:14]3[CH:24]=[CH:23][C:17]4[O:18][C:19]([F:22])([F:21])[O:20][C:16]=4[CH:15]=3)[CH2:13][CH2:12]2)=[O:10])[CH:5]=[C:4]([CH3:25])[C:3]=1[CH3:26].[CH3:27][O:28][C:29]1[C:34]([CH3:35])=[CH:33][C:32](B2OC(C)(C)C(C)(C)O2)=[CH:31][N:30]=1.C([O-])([O-])=O.[Na+].[Na+]. The catalyst is COCCOC.C(OCC)(=O)C.C1C=CC([P]([Pd]([P](C2C=CC=CC=2)(C2C=CC=CC=2)C2C=CC=CC=2)([P](C2C=CC=CC=2)(C2C=CC=CC=2)C2C=CC=CC=2)[P](C2C=CC=CC=2)(C2C=CC=CC=2)C2C=CC=CC=2)(C2C=CC=CC=2)C2C=CC=CC=2)=CC=1. The product is [F:21][C:19]1([F:22])[O:18][C:17]2[CH:23]=[CH:24][C:14]([C:11]3([C:9]([NH:8][C:6]4[N:7]=[C:2]([C:32]5[CH:31]=[N:30][C:29]([O:28][CH3:27])=[C:34]([CH3:35])[CH:33]=5)[C:3]([CH3:26])=[C:4]([CH3:25])[CH:5]=4)=[O:10])[CH2:13][CH2:12]3)=[CH:15][C:16]=2[O:20]1. The yield is 0.580.